This data is from Catalyst prediction with 721,799 reactions and 888 catalyst types from USPTO. The task is: Predict which catalyst facilitates the given reaction. (1) Reactant: [CH3:1][O:2][CH2:3][CH2:4][N:5]1[C:9]([C:10]([OH:12])=O)=[CH:8][C:7]([CH3:13])=[N:6]1.O1CCCC1.C(Cl)(=O)C(Cl)=O.[NH2:25][C:26]1[CH:27]=[C:28]([CH:45]=[CH:46][C:47]=1[F:48])[O:29][C:30]1[CH:31]=[CH:32][C:33]2[N:34]([CH:36]=[C:37]([NH:39][C:40]([CH:42]3[CH2:44][CH2:43]3)=[O:41])[N:38]=2)[N:35]=1. Product: [CH:42]1([C:40]([NH:39][C:37]2[N:38]=[C:33]3[CH:32]=[CH:31][C:30]([O:29][C:28]4[CH:45]=[CH:46][C:47]([F:48])=[C:26]([NH:25][C:10]([C:9]5[N:5]([CH2:4][CH2:3][O:2][CH3:1])[N:6]=[C:7]([CH3:13])[CH:8]=5)=[O:12])[CH:27]=4)=[N:35][N:34]3[CH:36]=2)=[O:41])[CH2:43][CH2:44]1. The catalyst class is: 402. (2) Reactant: C(OC([NH:8][C:9]1[O:17][C:16]2[C:11](=[N:12][CH:13]=[C:14]([C:18]3[CH:19]=[N:20][CH:21]=[N:22][CH:23]=3)[CH:15]=2)[C:10]=1[C:24]([NH:26][C:27]1[CH:28]=[N:29][CH:30]=[CH:31][C:32]=1[N:33]1[CH2:38][C@H:37]([C:39]([F:42])([F:41])[F:40])[CH2:36][C@H:35]([NH:43]C(=O)OC(C)(C)C)[CH2:34]1)=[O:25])=O)(C)(C)C.Cl.O1CCOCC1. Product: [NH2:8][C:9]1[O:17][C:16]2[C:11](=[N:12][CH:13]=[C:14]([C:18]3[CH:23]=[N:22][CH:21]=[N:20][CH:19]=3)[CH:15]=2)[C:10]=1[C:24]([NH:26][C:27]1[CH:28]=[N:29][CH:30]=[CH:31][C:32]=1[N:33]1[CH2:38][C@H:37]([C:39]([F:40])([F:42])[F:41])[CH2:36][C@H:35]([NH2:43])[CH2:34]1)=[O:25]. The catalyst class is: 5.